From a dataset of Peptide-MHC class II binding affinity with 134,281 pairs from IEDB. Regression. Given a peptide amino acid sequence and an MHC pseudo amino acid sequence, predict their binding affinity value. This is MHC class II binding data. The binding affinity (normalized) is 0.224. The peptide sequence is FDALSGSQEVEFIGY. The MHC is DRB1_0301 with pseudo-sequence DRB1_0301.